This data is from Full USPTO retrosynthesis dataset with 1.9M reactions from patents (1976-2016). The task is: Predict the reactants needed to synthesize the given product. (1) Given the product [ClH:63].[NH2:8][CH2:9][C@H:10]1[CH2:15][CH2:14][C@H:13]([C:16]([NH:18][C@H:19]([C:50](=[O:62])[NH:51][C:52]2[CH:60]=[C:59]3[C:55]([C:56](=[O:61])[NH:57][NH:58]3)=[CH:54][CH:53]=2)[CH2:20][C:21]2[CH:26]=[CH:25][C:24]([C:27]3[CH:32]=[CH:31][C:30]([C:33]([NH:35][CH:36]4[CH2:37][CH2:38][NH:39][CH2:40][CH2:41]4)=[O:34])=[CH:29][C:28]=3[CH3:49])=[CH:23][CH:22]=2)=[O:17])[CH2:12][CH2:11]1, predict the reactants needed to synthesize it. The reactants are: C(OC([NH:8][CH2:9][C@H:10]1[CH2:15][CH2:14][C@H:13]([C:16]([NH:18][C@H:19]([C:50](=[O:62])[NH:51][C:52]2[CH:60]=[C:59]3[C:55]([C:56](=[O:61])[NH:57][NH:58]3)=[CH:54][CH:53]=2)[CH2:20][C:21]2[CH:26]=[CH:25][C:24]([C:27]3[CH:32]=[CH:31][C:30]([C:33]([NH:35][CH:36]4[CH2:41][CH2:40][N:39](C(OC(C)(C)C)=O)[CH2:38][CH2:37]4)=[O:34])=[CH:29][C:28]=3[CH3:49])=[CH:23][CH:22]=2)=[O:17])[CH2:12][CH2:11]1)=O)(C)(C)C.[ClH:63]. (2) Given the product [F:27][C:28]1[CH:29]=[C:30]([C:2]2[N:3]=[C:4]([S:25][CH3:26])[C:5]3[CH:10]=[CH:9][N:8]([C:11]4[CH:16]=[CH:15][C:14]([CH2:17][C:18]([O:20][C:21]([CH3:24])([CH3:23])[CH3:22])=[O:19])=[CH:13][CH:12]=4)[C:6]=3[N:7]=2)[CH:31]=[CH:32][C:33]=1[O:34][CH3:35], predict the reactants needed to synthesize it. The reactants are: Cl[C:2]1[N:3]=[C:4]([S:25][CH3:26])[C:5]2[CH:10]=[CH:9][N:8]([C:11]3[CH:16]=[CH:15][C:14]([CH2:17][C:18]([O:20][C:21]([CH3:24])([CH3:23])[CH3:22])=[O:19])=[CH:13][CH:12]=3)[C:6]=2[N:7]=1.[F:27][C:28]1[CH:29]=[C:30](B(O)O)[CH:31]=[CH:32][C:33]=1[O:34][CH3:35].O1CCCC1.C([O-])([O-])=O.[K+].[K+]. (3) Given the product [C:6]([CH2:7][O:8][C:9]1[CH:14]=[CH:13][C:12]([B:15]([OH:19])[OH:16])=[CH:11][C:10]=1[O:24][CH2:25][CH3:26])([OH:27])=[O:5], predict the reactants needed to synthesize it. The reactants are: [OH-].[Na+].C([O:5][C:6](=[O:27])[CH2:7][O:8][C:9]1[CH:14]=[CH:13][C:12]([B:15]2[O:19]C(C)(C)C(C)(C)[O:16]2)=[CH:11][C:10]=1[O:24][CH2:25][CH3:26])C.O.C(OCC)(=O)C. (4) Given the product [F:1][C:2]1[CH:14]=[CH:13][CH:12]=[C:11]([I:15])[C:3]=1[C:4]1[O:6][N:7]=[C:8]([CH3:9])[N:10]=1, predict the reactants needed to synthesize it. The reactants are: [F:1][C:2]1[CH:14]=[CH:13][CH:12]=[C:11]([I:15])[C:3]=1[C:4]([O:6]/[N:7]=[C:8](\[NH2:10])/[CH3:9])=O.CC([O-])=O.[Na+]. (5) Given the product [SH:10][C:6]1[CH:5]=[C:4]([CH:9]=[CH:8][CH:7]=1)[C:3]([N:2]([CH3:24])[CH3:1])=[O:23], predict the reactants needed to synthesize it. The reactants are: [CH3:1][N:2]([CH3:24])[C:3](=[O:23])[C:4]1[CH:9]=[CH:8][CH:7]=[C:6]([S:10][S:10][C:6]2[CH:5]=[C:4]([CH:9]=[CH:8][CH:7]=2)[C:3]([N:2]([CH3:24])[CH3:1])=[O:23])[CH:5]=1.Cl.C1(P(C2C=CC=CC=2)C2C=CC=CC=2)C=CC=CC=1. (6) Given the product [NH2:1][C:2]1[N:7]=[C:6]([C:8]2[CH:15]=[C:14]3[C:11]([C:12]([NH2:13])=[N:35][NH:36]3)=[CH:10][CH:9]=2)[CH:5]=[C:4]([N:17]2[CH2:22][CH2:21][O:40][CH:19]([C:23]3[NH:24][CH:25]=[C:26]([C:28]4[CH:33]=[CH:32][CH:31]=[C:30]([Cl:34])[CH:29]=4)[N:27]=3)[CH2:18]2)[N:3]=1, predict the reactants needed to synthesize it. The reactants are: [NH2:1][C:2]1[N:7]=[C:6]([C:8]2[CH:15]=[CH:14][C:11]([C:12]#[N:13])=[C:10](F)[CH:9]=2)[CH:5]=[C:4]([N:17]2[CH2:22][CH2:21]O[CH:19]([C:23]3[NH:24][CH:25]=[C:26]([C:28]4[CH:33]=[CH:32][CH:31]=[C:30]([Cl:34])[CH:29]=4)[N:27]=3)[CH2:18]2)[N:3]=1.[NH2:35][NH2:36].CC#N.[OH2:40]. (7) Given the product [Cl:25][C:18]1[CH:19]=[C:20]([CH2:23][OH:24])[CH:21]=[N:22][C:17]=1[N:14]1[CH2:15][CH2:16][N:11]([C:9]2[NH:8][C:7]3[C:2]([C:34]4[CH:35]=[N:36][CH:37]=[CH:38][CH:39]=4)=[CH:3][C:4]([C:27]([F:29])([F:30])[F:28])=[CH:5][C:6]=3[N:10]=2)[C@H:12]([CH3:26])[CH2:13]1, predict the reactants needed to synthesize it. The reactants are: Br[C:2]1[C:7]2[NH:8][C:9]([N:11]3[CH2:16][CH2:15][N:14]([C:17]4[N:22]=[CH:21][C:20]([CH2:23][OH:24])=[CH:19][C:18]=4[Cl:25])[CH2:13][C@H:12]3[CH3:26])=[N:10][C:6]=2[CH:5]=[C:4]([C:27]([F:30])([F:29])[F:28])[CH:3]=1.C(B(CC)[C:34]1[CH:35]=[N:36][CH:37]=[CH:38][CH:39]=1)C. (8) Given the product [ClH:28].[CH3:31][NH:32][CH2:26][C:9]1[CH:8]=[C:7]([C:1]2[CH:6]=[CH:5][CH:4]=[CH:3][CH:2]=2)[N:11]([S:12]([C:15]2[CH:16]=[CH:17][C:18]([O:21][C:22]([F:23])([F:25])[F:24])=[CH:19][CH:20]=2)(=[O:14])=[O:13])[CH:10]=1, predict the reactants needed to synthesize it. The reactants are: [C:1]1([C:7]2[N:11]([S:12]([C:15]3[CH:20]=[CH:19][C:18]([O:21][C:22]([F:25])([F:24])[F:23])=[CH:17][CH:16]=3)(=[O:14])=[O:13])[CH:10]=[C:9]([CH:26]=O)[CH:8]=2)[CH:6]=[CH:5][CH:4]=[CH:3][CH:2]=1.[Cl-:28].C[NH3+].[C:31]([BH3-])#[N:32].[Na+]. (9) Given the product [CH:27]1([O:31][C:2]2[CH:7]=[C:6]([F:8])[CH:5]=[CH:4][C:3]=2[C:9]2[N:14]=[CH:13][N:12]=[C:11]([NH:15][C:16]3[CH:21]=[CH:20][CH:19]=[C:18]([CH2:22][S:23]([CH3:26])(=[O:25])=[O:24])[CH:17]=3)[N:10]=2)[CH2:30][CH2:29][CH2:28]1, predict the reactants needed to synthesize it. The reactants are: F[C:2]1[CH:7]=[C:6]([F:8])[CH:5]=[CH:4][C:3]=1[C:9]1[N:14]=[CH:13][N:12]=[C:11]([NH:15][C:16]2[CH:21]=[CH:20][CH:19]=[C:18]([CH2:22][S:23]([CH3:26])(=[O:25])=[O:24])[CH:17]=2)[N:10]=1.[CH:27]1([OH:31])[CH2:30][CH2:29][CH2:28]1.